Dataset: NCI-60 drug combinations with 297,098 pairs across 59 cell lines. Task: Regression. Given two drug SMILES strings and cell line genomic features, predict the synergy score measuring deviation from expected non-interaction effect. (1) Drug 1: C1=NC2=C(N1)C(=S)N=C(N2)N. Drug 2: C1CN1P(=S)(N2CC2)N3CC3. Cell line: M14. Synergy scores: CSS=36.0, Synergy_ZIP=-8.43, Synergy_Bliss=-5.25, Synergy_Loewe=-14.8, Synergy_HSA=-3.36. (2) Drug 1: CC1=CC=C(C=C1)C2=CC(=NN2C3=CC=C(C=C3)S(=O)(=O)N)C(F)(F)F. Drug 2: N.N.Cl[Pt+2]Cl. Cell line: SF-295. Synergy scores: CSS=31.7, Synergy_ZIP=4.72, Synergy_Bliss=-0.709, Synergy_Loewe=-25.1, Synergy_HSA=-4.64. (3) Drug 1: CC1OCC2C(O1)C(C(C(O2)OC3C4COC(=O)C4C(C5=CC6=C(C=C35)OCO6)C7=CC(=C(C(=C7)OC)O)OC)O)O. Drug 2: CCCCC(=O)OCC(=O)C1(CC(C2=C(C1)C(=C3C(=C2O)C(=O)C4=C(C3=O)C=CC=C4OC)O)OC5CC(C(C(O5)C)O)NC(=O)C(F)(F)F)O. Cell line: RPMI-8226. Synergy scores: CSS=35.9, Synergy_ZIP=-1.38, Synergy_Bliss=-5.77, Synergy_Loewe=-6.87, Synergy_HSA=-4.65. (4) Drug 1: CCN(CC)CCCC(C)NC1=C2C=C(C=CC2=NC3=C1C=CC(=C3)Cl)OC. Drug 2: C1CN(P(=O)(OC1)NCCCl)CCCl. Cell line: CAKI-1. Synergy scores: CSS=21.8, Synergy_ZIP=-5.58, Synergy_Bliss=0.272, Synergy_Loewe=-15.5, Synergy_HSA=-1.95.